This data is from Reaction yield outcomes from USPTO patents with 853,638 reactions. The task is: Predict the reaction yield, written as a fraction of the theoretical maximum amount of product (1.0 means a 100% yield; for example, 0.34 means a 34% yield). The reactants are Cl.[CH2:2]([O:4][CH:5]([O:8][CH2:9][CH3:10])[CH2:6][NH2:7])[CH3:3].[C:11]([Si:15]([CH3:26])([CH3:25])[O:16][C@H:17]1[CH2:21][C:20](OCC)=[N:19][CH2:18]1)([CH3:14])([CH3:13])[CH3:12]. The catalyst is C(O)C. The product is [C:11]([Si:15]([CH3:26])([CH3:25])[O:16][C@@H:17]1[CH2:18][N:19]=[C:20]([NH:7][CH2:6][CH:5]([O:8][CH2:9][CH3:10])[O:4][CH2:2][CH3:3])[CH2:21]1)([CH3:14])([CH3:13])[CH3:12]. The yield is 0.780.